Dataset: Reaction yield outcomes from USPTO patents with 853,638 reactions. Task: Predict the reaction yield, written as a fraction of the theoretical maximum amount of product (1.0 means a 100% yield; for example, 0.34 means a 34% yield). (1) The reactants are [CH2:1]([N:4]1[C:12]2[C:11](=[O:13])[NH:10][C:9](=[O:14])[N:8]([CH2:15][CH3:16])[C:7]=2[N:6]=[C:5]1[Cl:17])[CH:2]=[CH2:3].Br[CH2:19][CH2:20][CH2:21][O:22][Si:23]([C:26]([CH3:29])([CH3:28])[CH3:27])([CH3:25])[CH3:24].C(=O)([O-])[O-].[K+].[K+]. The catalyst is CN(C=O)C.CCCC[N+](CCCC)(CCCC)CCCC.[I-]. The product is [CH2:1]([N:4]1[C:12]2[C:11](=[O:13])[N:10]([CH2:19][CH2:20][CH2:21][O:22][Si:23]([C:26]([CH3:27])([CH3:29])[CH3:28])([CH3:24])[CH3:25])[C:9](=[O:14])[N:8]([CH2:15][CH3:16])[C:7]=2[N:6]=[C:5]1[Cl:17])[CH:2]=[CH2:3]. The yield is 0.516. (2) The reactants are [CH:1]1([C:7]2[CH:12]=[CH:11][C:10](/[CH:13]=[CH:14]/[C:15]([O:17][CH3:18])=[O:16])=[CH:9][CH:8]=2)[CH2:6][CH2:5][CH2:4][CH2:3][CH2:2]1.[CH3:19]S(C)(=O)=C. The catalyst is CS(C)=O. The product is [CH:1]1([C:7]2[CH:8]=[CH:9][C:10]([CH:13]3[CH2:19][CH:14]3[C:15]([O:17][CH3:18])=[O:16])=[CH:11][CH:12]=2)[CH2:2][CH2:3][CH2:4][CH2:5][CH2:6]1. The yield is 0.470. (3) The reactants are C(=O)([O-])[O-].[Na+].[Na+].[CH:7]1[C:19]2[CH:18]([CH2:20][O:21][C:22](Cl)=[O:23])[C:17]3[C:12](=[CH:13][CH:14]=[CH:15][CH:16]=3)[C:11]=2[CH:10]=[CH:9][CH:8]=1.[Cl:25][C@H:26]1[CH2:30][NH:29][C@@H:28]2[C@@H:31]([OH:34])[CH2:32][O:33][C@H:27]12. The catalyst is O.O1CCOCC1. The product is [Cl:25][C@H:26]1[CH2:30][N:29]([C:22]([O:21][CH2:20][CH:18]2[C:19]3[CH:7]=[CH:8][CH:9]=[CH:10][C:11]=3[C:16]3[C:17]2=[CH:12][CH:13]=[CH:14][CH:15]=3)=[O:23])[C@@H:28]2[C@@H:31]([OH:34])[CH2:32][O:33][C@H:27]12. The yield is 0.870. (4) The reactants are CCCC[N+](CCCC)(CCCC)CCCC.[F-].[Si]([O:36][CH2:37][CH2:38][CH2:39][N:40]1[C:44]2=[N:45][CH:46]=[CH:47][CH:48]=[C:43]2[C:42]([C:49]2[C:50](=[O:68])[NH:51][C:52](=[O:67])[C:53]=2[C:54]2[C:59]3[O:60][C:61]4[CH:66]=[CH:65][CH:64]=[CH:63][C:62]=4[C:58]=3[CH:57]=[CH:56][CH:55]=2)=[CH:41]1)(C(C)(C)C)(C1C=CC=CC=1)C1C=CC=CC=1. The catalyst is C1COCC1. The product is [CH:57]1[C:58]2[C:62]3[CH:63]=[CH:64][CH:65]=[CH:66][C:61]=3[O:60][C:59]=2[C:54]([C:53]2[C:52](=[O:67])[NH:51][C:50](=[O:68])[C:49]=2[C:42]2[C:43]3[C:44](=[N:45][CH:46]=[CH:47][CH:48]=3)[N:40]([CH2:39][CH2:38][CH2:37][OH:36])[CH:41]=2)=[CH:55][CH:56]=1. The yield is 0.710. (5) The reactants are [F:1][C:2]1[CH:3]=[C:4]([CH:8]2[CH2:13][C:12](=[O:14])[CH2:11][CH2:10][N:9]2[C:15]([N:17]2[CH2:23][C:22]3[CH:24]=[C:25]([C:28]4[CH:29]=[C:30]5[NH:36][C:35]([NH:37]C(=O)OCC6C=CC=CC=6)=[N:34][C:31]5=[N:32][CH:33]=4)[CH:26]=[CH:27][C:21]=3[O:20][CH2:19][CH2:18]2)=[O:16])[CH:5]=[CH:6][CH:7]=1. The catalyst is C(O)(=O)C.[Pd]. The product is [NH2:37][C:35]1[NH:36][C:30]2[C:31]([N:34]=1)=[N:32][CH:33]=[C:28]([C:25]1[CH:26]=[CH:27][C:21]3[O:20][CH2:19][CH2:18][N:17]([C:15]([N:9]4[CH2:10][CH2:11][C:12](=[O:14])[CH2:13][CH:8]4[C:4]4[CH:5]=[CH:6][CH:7]=[C:2]([F:1])[CH:3]=4)=[O:16])[CH2:23][C:22]=3[CH:24]=1)[CH:29]=2. The yield is 0.390. (6) The reactants are [Br:1][C:2]1[CH:3]=[C:4]2[C:8](=[CH:9][CH:10]=1)[N:7]([CH:11]1[CH2:20][CH2:19][C:14]3(OCC[O:15]3)[CH2:13][CH2:12]1)[CH2:6][CH2:5]2.Cl. The catalyst is CC(C)=O. The product is [Br:1][C:2]1[CH:3]=[C:4]2[C:8](=[CH:9][CH:10]=1)[N:7]([CH:11]1[CH2:12][CH2:13][C:14](=[O:15])[CH2:19][CH2:20]1)[CH2:6][CH2:5]2. The yield is 0.830. (7) The reactants are [OH:1][C:2]1[CH:3]=[C:4]([C:8]2[CH:9]=[C:10]3[C:15](=[CH:16][CH:17]=2)[C:14](=[O:18])[CH2:13][CH2:12][CH2:11]3)[CH:5]=[CH:6][CH:7]=1. The catalyst is CC1C=CC(C(C)C)=CC=1.[Pd]. The product is [OH:1][C:2]1[CH:3]=[C:4]([C:8]2[CH:9]=[C:10]3[C:15](=[CH:16][CH:17]=2)[C:14]([OH:18])=[CH:13][CH:12]=[CH:11]3)[CH:5]=[CH:6][CH:7]=1. The yield is 0.160. (8) The reactants are Br[C:2]1[CH:3]=[C:4]2[C:12](=[CH:13][CH:14]=1)[N:11]([CH2:15][CH2:16][CH3:17])[C:10]1[CH:9]=[CH:8][C:7]([C:18](=[O:20])[CH3:19])=[CH:6][C:5]2=1.[C-]#N.[K+].[N:24]12CCCN=C1CCCC[CH2:25]2. The catalyst is CN1CCCC1=O.[Pd].C1(P(C2C=CC=CC=2)C2C=CC=CC=2)C=CC=CC=1.C1(P(C2C=CC=CC=2)C2C=CC=CC=2)C=CC=CC=1.C1(P(C2C=CC=CC=2)C2C=CC=CC=2)C=CC=CC=1.C1(P(C2C=CC=CC=2)C2C=CC=CC=2)C=CC=CC=1. The product is [C:18]([C:7]1[CH:6]=[C:5]2[C:10](=[CH:9][CH:8]=1)[N:11]([CH2:15][CH2:16][CH3:17])[C:12]1[CH:13]=[CH:14][C:2]([C:25]#[N:24])=[CH:3][C:4]2=1)(=[O:20])[CH3:19]. The yield is 0.0800. (9) The reactants are N[C:2]1[C:10]([O:11][CH3:12])=[CH:9][CH:8]=[CH:7][C:3]=1[C:4]([OH:6])=[O:5].N([O-])=O.[Na+].[I-:17].[K+]. The catalyst is Cl.O. The product is [I:17][C:2]1[C:10]([O:11][CH3:12])=[CH:9][CH:8]=[CH:7][C:3]=1[C:4]([OH:6])=[O:5]. The yield is 0.380. (10) The reactants are [N+:1]([C:4]1[CH:9]=[CH:8][C:7]([C:10]2[C:14]([C:15]3[CH:20]=[CH:19][N:18]=[C:17]4[N:21]([S:34]([C:37]5[CH:42]=[CH:41][CH:40]=[CH:39][CH:38]=5)(=[O:36])=[O:35])[C:22]([C:24]5[CH:29]=[CH:28][C:27]([NH:30][C:31](=[O:33])[CH3:32])=[CH:26][CH:25]=5)=[CH:23][C:16]=34)=[CH:13][N:12]([CH2:43][CH3:44])[N:11]=2)=[CH:6][CH:5]=1)([O-])=O.[H][H]. The catalyst is [OH-].[Pd+2].[OH-]. The product is [NH2:1][C:4]1[CH:9]=[CH:8][C:7]([C:10]2[C:14]([C:15]3[CH:20]=[CH:19][N:18]=[C:17]4[N:21]([S:34]([C:37]5[CH:38]=[CH:39][CH:40]=[CH:41][CH:42]=5)(=[O:35])=[O:36])[C:22]([C:24]5[CH:25]=[CH:26][C:27]([NH:30][C:31](=[O:33])[CH3:32])=[CH:28][CH:29]=5)=[CH:23][C:16]=34)=[CH:13][N:12]([CH2:43][CH3:44])[N:11]=2)=[CH:6][CH:5]=1. The yield is 0.520.